Dataset: Forward reaction prediction with 1.9M reactions from USPTO patents (1976-2016). Task: Predict the product of the given reaction. (1) Given the reactants O[CH:2]1[C:8]2[CH:9]=[C:10]([CH2:13][N:14]([CH2:30][CH:31]([CH3:33])[CH3:32])[C:15]([CH:17]3[O:22][CH2:21][CH2:20][N:19]([C:23]([O:25][C:26]([CH3:29])([CH3:28])[CH3:27])=[O:24])[CH2:18]3)=[O:16])[CH:11]=[CH:12][C:7]=2[CH2:6][CH2:5][CH2:4][CH2:3]1.[H][H], predict the reaction product. The product is: [CH2:30]([N:14]([CH2:13][C:10]1[CH:11]=[CH:12][C:7]2[CH2:6][CH2:5][CH2:4][CH2:3][CH2:2][C:8]=2[CH:9]=1)[C:15]([CH:17]1[O:22][CH2:21][CH2:20][N:19]([C:23]([O:25][C:26]([CH3:28])([CH3:29])[CH3:27])=[O:24])[CH2:18]1)=[O:16])[CH:31]([CH3:33])[CH3:32]. (2) Given the reactants [F:1][C:2]1[CH:3]=[C:4]([CH2:8][NH2:9])[CH:5]=[CH:6][CH:7]=1.Cl[C:11]1[CH:21]=[C:15]2[N:16]([CH3:20])[CH2:17][CH2:18][CH2:19][N:14]2[C:13](=[O:22])[N:12]=1, predict the reaction product. The product is: [F:1][C:2]1[CH:3]=[C:4]([CH:5]=[CH:6][CH:7]=1)[CH2:8][NH:9][C:11]1[CH:21]=[C:15]2[N:16]([CH3:20])[CH2:17][CH2:18][CH2:19][N:14]2[C:13](=[O:22])[N:12]=1. (3) The product is: [C:37]([O:40][C:2]1[N:7]=[CH:6][C:5]([C:8]2([OH:35])[CH2:13][CH2:12][CH:11]([N:14]3[CH2:15][CH:16]([NH:18][C:19]([CH2:21][NH:22][C:23](=[O:34])[C:24]4[CH:29]=[CH:28][CH:27]=[C:26]([C:30]([F:33])([F:32])[F:31])[CH:25]=4)=[O:20])[CH2:17]3)[CH2:10][CH2:9]2)=[CH:4][CH:3]=1)([CH3:39])([CH3:38])[CH3:36]. Given the reactants F[C:2]1[N:7]=[CH:6][C:5]([C:8]2([OH:35])[CH2:13][CH2:12][CH:11]([N:14]3[CH2:17][CH:16]([NH:18][C:19]([CH2:21][NH:22][C:23](=[O:34])[C:24]4[CH:29]=[CH:28][CH:27]=[C:26]([C:30]([F:33])([F:32])[F:31])[CH:25]=4)=[O:20])[CH2:15]3)[CH2:10][CH2:9]2)=[CH:4][CH:3]=1.[CH3:36][C:37]([O-:40])([CH3:39])[CH3:38].[K+], predict the reaction product.